Predict the reaction yield, written as a fraction of the theoretical maximum amount of product (1.0 means a 100% yield; for example, 0.34 means a 34% yield). From a dataset of Reaction yield outcomes from USPTO patents with 853,638 reactions. (1) The reactants are [N+:1]([C:4]1[CH:5]=[C:6]([CH:14]=[CH:15][C:16]=1[N+:17]([O-])=O)[CH2:7][N:8]1[CH2:13][CH2:12][O:11][CH2:10][CH2:9]1)([O-])=O.C(OCC)(=O)C.CO. The catalyst is C(OCC)(=O)C.C(O)C.[Pd]. The product is [NH2:1][C:4]1[CH:5]=[C:6]([CH:14]=[CH:15][C:16]=1[NH2:17])[CH2:7][N:8]1[CH2:13][CH2:12][O:11][CH2:10][CH2:9]1. The yield is 0.986. (2) The reactants are [C:1]([C:3]1[C:4]([O:40][CH3:41])=[C:5]([CH2:13][N:14]([CH3:39])[C:15](=[O:38])[CH:16]([N:25]2[CH2:30][CH2:29][N:28](C(OC(C)(C)C)=O)[CH2:27][CH2:26]2)[C:17]2[CH:22]=[CH:21][CH:20]=[C:19]([O:23][CH3:24])[CH:18]=2)[C:6]2[C:11]([CH:12]=1)=[CH:10][CH:9]=[CH:8][CH:7]=2)#[N:2].C(O)(C(F)(F)F)=O. The catalyst is C(Cl)Cl. The product is [C:1]([C:3]1[C:4]([O:40][CH3:41])=[C:5]([CH2:13][N:14]([CH3:39])[C:15](=[O:38])[CH:16]([C:17]2[CH:22]=[CH:21][CH:20]=[C:19]([O:23][CH3:24])[CH:18]=2)[N:25]2[CH2:30][CH2:29][NH:28][CH2:27][CH2:26]2)[C:6]2[C:11]([CH:12]=1)=[CH:10][CH:9]=[CH:8][CH:7]=2)#[N:2]. The yield is 0.820. (3) The reactants are [O-]CC.[Na+].[C:5]([O:12][CH2:13][CH3:14])(=[O:11])[C:6](OCC)=O.[CH3:15][N:16]([CH3:26])[C:17]1[CH:22]=[CH:21][C:20]([C:23](=O)[CH3:24])=[CH:19][CH:18]=1.Cl.[NH:28]([C:30]1[CH:31]=[CH:32][C:33]([O:36][CH3:37])=[N:34][CH:35]=1)[NH2:29]. The catalyst is C(O)C. The product is [CH3:15][N:16]([CH3:26])[C:17]1[CH:22]=[CH:21][C:20]([C:23]2[N:28]([C:30]3[CH:35]=[N:34][C:33]([O:36][CH3:37])=[CH:32][CH:31]=3)[N:29]=[C:6]([C:5]([O:12][CH2:13][CH3:14])=[O:11])[CH:24]=2)=[CH:19][CH:18]=1. The yield is 0.580. (4) The reactants are [H-].[Al+3].[Li+].[H-].[H-].[H-].[OH:7][CH2:8][C:9]([CH3:28])([CH3:27])[CH2:10][CH2:11][CH2:12][CH2:13][CH:14]([CH2:18][CH2:19][CH2:20][CH2:21][C:22]([CH3:26])([CH3:25])[CH2:23][OH:24])[C:15](O)=[O:16].O.Cl. The catalyst is C1COCC1. The product is [OH:16][CH2:15][CH:14]([CH2:18][CH2:19][CH2:20][CH2:21][C:22]([CH3:26])([CH3:25])[CH2:23][OH:24])[CH2:13][CH2:12][CH2:11][CH2:10][C:9]([CH3:28])([CH3:27])[CH2:8][OH:7]. The yield is 0.860. (5) The reactants are [OH:1][CH2:2][CH2:3][C:4]1[CH:9]=[CH:8][C:7]([OH:10])=[CH:6][CH:5]=1.[CH3:11][N:12]([C:16]1[CH:21]=[CH:20][CH:19]=[CH:18][CH:17]=1)[C:13](Cl)=[O:14]. The product is [OH:1][CH2:2][CH2:3][C:4]1[CH:9]=[CH:8][C:7]([O:10][C:13](=[O:14])[N:12]([CH3:11])[C:16]2[CH:21]=[CH:20][CH:19]=[CH:18][CH:17]=2)=[CH:6][CH:5]=1. The catalyst is C(Cl)Cl. The yield is 0.990. (6) The reactants are [CH3:1][O:2][C:3]([C:5]1[S:16][C:8]2=[N:9][CH:10]=[C:11]([N+:13]([O-:15])=[O:14])[CH:12]=[C:7]2[C:6]=1[OH:17])=[O:4].C(=O)([O-])[O-].[K+].[K+].Br[CH2:25][C:26]([O:28][C:29]([CH3:32])([CH3:31])[CH3:30])=[O:27].Cl. The catalyst is O.CN(C=O)C. The product is [CH3:1][O:2][C:3]([C:5]1[S:16][C:8]2=[N:9][CH:10]=[C:11]([N+:13]([O-:15])=[O:14])[CH:12]=[C:7]2[C:6]=1[O:17][CH2:25][C:26]([O:28][C:29]([CH3:32])([CH3:31])[CH3:30])=[O:27])=[O:4]. The yield is 0.740. (7) The reactants are C(N1CCN2CCN(CC(C)C)P1N(CC(C)C)CC2)C(C)C.CC(C)([O-])C.[Na+].Cl[C:31]1[CH:36]=[CH:35][N:34]=[C:33]2[S:37][C:38]([CH2:40][CH2:41][CH3:42])=[N:39][C:32]=12.[NH2:43][C:44]1[CH:49]=[C:48]([CH3:50])[CH:47]=[CH:46][C:45]=1[S:51][C:52]1[CH:57]=[CH:56][C:55]([OH:58])=[CH:54][CH:53]=1. The catalyst is C1(C)C=CC=CC=1.C1C=CC(/C=C/C(/C=C/C2C=CC=CC=2)=O)=CC=1.C1C=CC(/C=C/C(/C=C/C2C=CC=CC=2)=O)=CC=1.C1C=CC(/C=C/C(/C=C/C2C=CC=CC=2)=O)=CC=1.[Pd].[Pd]. The product is [CH3:50][C:48]1[CH:47]=[CH:46][C:45]([S:51][C:52]2[CH:57]=[CH:56][C:55]([OH:58])=[CH:54][CH:53]=2)=[C:44]([NH:43][C:31]2[CH:36]=[CH:35][N:34]=[C:33]3[S:37][C:38]([CH2:40][CH2:41][CH3:42])=[N:39][C:32]=23)[CH:49]=1. The yield is 0.0800. (8) The reactants are C([N-]C(C)C)(C)C.[Li+].[C:9]1([C:19]2[CH:27]=[CH:26][CH:25]=[C:24]3[C:20]=2[CH2:21][CH2:22][C:23]3=[O:28])[C:18]2[C:13](=[CH:14][CH:15]=[CH:16][CH:17]=2)[CH:12]=[CH:11][CH:10]=1.Br[CH2:30][C:31]1[CH:40]=[CH:39][C:34]([C:35]([O:37][CH3:38])=[O:36])=[CH:33][CH:32]=1. The catalyst is C1COCC1. The product is [C:9]1([C:19]2[CH:27]=[CH:26][CH:25]=[C:24]3[C:20]=2[CH2:21][CH:22]([CH2:30][C:31]2[CH:40]=[CH:39][C:34]([C:35]([O:37][CH3:38])=[O:36])=[CH:33][CH:32]=2)[C:23]3=[O:28])[C:18]2[C:13](=[CH:14][CH:15]=[CH:16][CH:17]=2)[CH:12]=[CH:11][CH:10]=1. The yield is 0.130. (9) The reactants are Br[C:2]1[CH:3]=[CH:4][C:5](O)=[C:6]([C:8]2[CH:17]=[CH:16][C:15]3[C:10](=[CH:11][CH:12]=[C:13]([C:18]4[N:22]([CH:23]5[CH2:28][CH2:27][CH2:26][CH2:25][CH2:24]5)[C:21]5[CH:29]=[CH:30][C:31]([C:33]([OH:35])=[O:34])=[CH:32][C:20]=5[N:19]=4)[CH:14]=3)[N:9]=2)[CH:7]=1.C(OC(C1C=CC2N(C3CCCCC3)C(C3C=CC(N)=C(C=O)C=3)=NC=2C=1)=O)C.[N:66]1(C2C=CC(C(=O)C)=CC=2)[CH2:71][CH2:70][O:69][CH2:68][CH2:67]1.[OH-].[K+]. The catalyst is C(O)C. The product is [CH:23]1([N:22]2[C:21]3[CH:29]=[CH:30][C:31]([C:33]([OH:35])=[O:34])=[CH:32][C:20]=3[N:19]=[C:18]2[C:13]2[CH:14]=[C:15]3[C:10](=[CH:11][CH:12]=2)[N:9]=[C:8]([C:6]2[CH:7]=[CH:2][C:3]([N:66]4[CH2:71][CH2:70][O:69][CH2:68][CH2:67]4)=[CH:4][CH:5]=2)[CH:17]=[CH:16]3)[CH2:24][CH2:25][CH2:26][CH2:27][CH2:28]1. The yield is 0.300.